Dataset: Forward reaction prediction with 1.9M reactions from USPTO patents (1976-2016). Task: Predict the product of the given reaction. (1) Given the reactants [OH-].C([N+](C)(C)C)C1C=CC=CC=1.[OH:13][CH2:14][CH2:15][C:16]1[CH:45]=[CH:44][CH:43]=[CH:42][C:17]=1[O:18][CH2:19][CH2:20][N:21]1[CH2:41][CH2:40][C:24]2([O:29][CH2:28][CH2:27][N:26]([C:30]([C:32]3[N:33]=[C:34]([CH:37]([CH3:39])[CH3:38])[S:35][CH:36]=3)=[O:31])[CH2:25]2)[CH2:23][CH2:22]1.[C:46]([O:50][C:51]([CH3:54])([CH3:53])[CH3:52])(=[O:49])[CH:47]=[CH2:48], predict the reaction product. The product is: [CH:37]([C:34]1[S:35][CH:36]=[C:32]([C:30]([N:26]2[CH2:25][C:24]3([CH2:40][CH2:41][N:21]([CH2:20][CH2:19][O:18][C:17]4[CH:42]=[CH:43][CH:44]=[CH:45][C:16]=4[CH2:15][CH2:14][O:13][CH2:48][CH2:47][C:46]([O:50][C:51]([CH3:54])([CH3:53])[CH3:52])=[O:49])[CH2:22][CH2:23]3)[O:29][CH2:28][CH2:27]2)=[O:31])[N:33]=1)([CH3:39])[CH3:38]. (2) The product is: [CH2:2]([C:1]12[O:4][CH2:5][C:12]([CH2:13][CH3:15])([CH2:8][O:7]1)[CH2:11][O:10]2)[CH3:3]. Given the reactants [C:1]([O:10][CH2:11][CH3:12])([O:7][CH2:8]C)([O:4][CH2:5]C)[CH2:2][CH3:3].[CH2:13]([C:15](CO)(CO)CC)O.COCCOCCOC.CC1C=CC(S(O)(=O)=O)=CC=1, predict the reaction product. (3) Given the reactants [O:1]=[C:2]1[C:11]2[NH:12][CH:13]=[C:14]([C:15]([OH:17])=O)[C:10]=2[C:9]2[CH:8]=[CH:7][CH:6]=[CH:5][C:4]=2[NH:3]1.[N:18]1[CH:23]=[CH:22][C:21]([CH2:24][NH2:25])=[CH:20][CH:19]=1, predict the reaction product. The product is: [N:18]1[CH:23]=[CH:22][C:21]([CH2:24][NH:25][C:15]([C:14]2[C:10]3[C:9]4[CH:8]=[CH:7][CH:6]=[CH:5][C:4]=4[NH:3][C:2](=[O:1])[C:11]=3[NH:12][CH:13]=2)=[O:17])=[CH:20][CH:19]=1. (4) Given the reactants [NH2:1][C:2]1[N:7]=[C:6]([C:8]2[CH:13]=[CH:12][C:11]([OH:14])=[CH:10][C:9]=2[CH:15]2[CH2:17][CH2:16]2)[CH:5]=[CH:4][CH:3]=1.[CH3:18][N:19]([CH3:23])[CH2:20][CH2:21]Cl, predict the reaction product. The product is: [CH:15]1([C:9]2[CH:10]=[C:11]([O:14][CH2:21][CH2:20][N:19]([CH3:23])[CH3:18])[CH:12]=[CH:13][C:8]=2[C:6]2[N:7]=[C:2]([NH2:1])[CH:3]=[CH:4][CH:5]=2)[CH2:17][CH2:16]1. (5) Given the reactants [F:1][C:2]([F:17])([S:13]([O-:16])(=[O:15])=[O:14])[C:3]([F:12])([F:11])[C:4]([F:10])([F:9])[C:5]([F:8])([F:7])[F:6].[K+].[Br-].[CH2:20]([S+:29]1[CH2:33][CH2:32][CH2:31][CH2:30]1)[C:21]([C:23]1[CH:28]=[CH:27][CH:26]=[CH:25][CH:24]=1)=[O:22], predict the reaction product. The product is: [F:17][C:2]([F:1])([S:13]([O-:16])(=[O:15])=[O:14])[C:3]([F:11])([F:12])[C:4]([F:10])([F:9])[C:5]([F:8])([F:7])[F:6].[CH2:20]([S+:29]1[CH2:33][CH2:32][CH2:31][CH2:30]1)[C:21]([C:23]1[CH:28]=[CH:27][CH:26]=[CH:25][CH:24]=1)=[O:22]. (6) Given the reactants [CH3:1][C:2](=[CH2:7])[CH2:3][CH2:4][Mg]Br.[Cl:8][CH2:9][CH2:10][C:11]([CH2:13]Cl)=[CH2:12], predict the reaction product. The product is: [CH3:1][C:2](=[CH2:7])[CH2:3][CH2:4][CH2:13][C:11](=[CH2:12])[CH2:10][CH2:9][Cl:8]. (7) Given the reactants C1(P(C2C=CC=CC=2)C2C=CC=CC=2)C=CC=CC=1.CC(OC(/N=N/C(OC(C)C)=O)=O)C.[Cl:34][C:35]1[C:40]([N+:41]([O-:43])=[O:42])=[CH:39][C:38]([C:44]#[N:45])=[CH:37][C:36]=1[NH:46][C:47](=[O:66])[CH2:48][N:49]([CH2:63][CH2:64]O)[CH2:50][C:51]1[C:56]([O:57][CH3:58])=[CH:55][C:54]([O:59][CH3:60])=[CH:53][C:52]=1[O:61][CH3:62], predict the reaction product. The product is: [Cl:34][C:35]1[C:36]([N:46]2[CH2:64][CH2:63][N:49]([CH2:50][C:51]3[C:56]([O:57][CH3:58])=[CH:55][C:54]([O:59][CH3:60])=[CH:53][C:52]=3[O:61][CH3:62])[CH2:48][C:47]2=[O:66])=[CH:37][C:38]([C:44]#[N:45])=[CH:39][C:40]=1[N+:41]([O-:43])=[O:42]. (8) Given the reactants [CH3:1][O:2][C:3]([C:5]1[CH:6]=[N:7][C:8]([N:11]2[CH2:16][CH2:15][N:14](C(OC(C)(C)C)=O)[CH2:13][CH2:12]2)=[N:9][CH:10]=1)=[O:4].[F:24][C:25]([F:30])([F:29])[C:26]([OH:28])=[O:27], predict the reaction product. The product is: [CH3:1][O:2][C:3]([C:5]1[CH:10]=[N:9][C:8]([N:11]2[CH2:16][CH2:15][NH:14][CH2:13][CH2:12]2)=[N:7][CH:6]=1)=[O:4].[C:26]([OH:28])([C:25]([F:30])([F:29])[F:24])=[O:27]. (9) Given the reactants [NH2:1][N:2]1[C:7](=[O:8])[C:6]([C:9]2[NH:14][C:13]3[CH:15]=[CH:16][CH:17]=[CH:18][C:12]=3[S:11](=[O:20])(=[O:19])[N:10]=2)=[C:5]([OH:21])[C:4]2[S:22][CH:23]=[CH:24][C:3]1=2.[CH3:25][C@H:26]1[CH2:30][CH2:29][C:28](=O)[CH2:27]1, predict the reaction product. The product is: [O:19]=[S:11]1(=[O:20])[C:12]2[CH:18]=[CH:17][CH:16]=[CH:15][C:13]=2[NH:14][C:9]([C:6]2[C:7](=[O:8])[N:2]([N:1]=[C:28]3[CH2:29][CH2:30][C@H:26]([CH3:25])[CH2:27]3)[C:3]3[CH:24]=[CH:23][S:22][C:4]=3[C:5]=2[OH:21])=[N:10]1.